This data is from Catalyst prediction with 721,799 reactions and 888 catalyst types from USPTO. The task is: Predict which catalyst facilitates the given reaction. Reactant: [O:1]=[S:2]1(=[O:39])[CH2:7][CH2:6][CH:5]([O:8][C:9]2[CH:14]=[C:13]([CH3:15])[C:12]([C:16]3[CH:21]=[CH:20][CH:19]=[C:18]([CH2:22][O:23][C:24]4[CH:37]=[CH:36][C:27]5[C@H:28]([CH2:31][C:32]([O:34]C)=[O:33])[CH2:29][O:30][C:26]=5[CH:25]=4)[CH:17]=3)=[C:11]([CH3:38])[CH:10]=2)[CH2:4][CH2:3]1.CO.[OH-].[Na+].Cl. Product: [O:39]=[S:2]1(=[O:1])[CH2:7][CH2:6][CH:5]([O:8][C:9]2[CH:14]=[C:13]([CH3:15])[C:12]([C:16]3[CH:21]=[CH:20][CH:19]=[C:18]([CH2:22][O:23][C:24]4[CH:37]=[CH:36][C:27]5[C@H:28]([CH2:31][C:32]([OH:34])=[O:33])[CH2:29][O:30][C:26]=5[CH:25]=4)[CH:17]=3)=[C:11]([CH3:38])[CH:10]=2)[CH2:4][CH2:3]1. The catalyst class is: 132.